Dataset: Full USPTO retrosynthesis dataset with 1.9M reactions from patents (1976-2016). Task: Predict the reactants needed to synthesize the given product. Given the product [Cl:33][C:34]1[CH:39]=[CH:38][C:37]([C:40]2[CH2:45][CH2:44][N:43]([CH2:2][C:3]3[CH:14]=[N:13][C:6]4[N:7]([CH3:12])[CH2:8][C:9](=[O:11])[NH:10][C:5]=4[CH:4]=3)[CH2:42][CH:41]=2)=[CH:36][CH:35]=1, predict the reactants needed to synthesize it. The reactants are: O[CH2:2][C:3]1[CH:14]=[N:13][C:6]2[N:7]([CH3:12])[CH2:8][C:9](=[O:11])[NH:10][C:5]=2[CH:4]=1.[I-].C(C[P+](C)(C)C)#N.C(N(C(C)C)C(C)C)C.Cl.[Cl:33][C:34]1[CH:39]=[CH:38][C:37]([C:40]2[CH2:41][CH2:42][NH:43][CH2:44][CH:45]=2)=[CH:36][CH:35]=1.